This data is from Forward reaction prediction with 1.9M reactions from USPTO patents (1976-2016). The task is: Predict the product of the given reaction. (1) Given the reactants [CH2:1]([Li])[CH2:2][CH2:3][CH3:4].CCCCCC.[C:12]1([CH3:33])[CH:17]=[CH:16][CH:15]=[CH:14][C:13]=1[C:18]1[CH:19]=[C:20]([NH:24][C:25]2[CH:32]=[CH:31][C:28]([CH:29]=[O:30])=[CH:27][CH:26]=2)[CH:21]=[CH:22][CH:23]=1.O, predict the reaction product. The product is: [C:12]1([CH3:33])[CH:17]=[CH:16][CH:15]=[CH:14][C:13]=1[C:18]1[CH:19]=[C:20]([NH:24][C:25]2[CH:26]=[CH:27][C:28]([CH:29]([OH:30])[CH2:1][CH2:2][CH2:3][CH3:4])=[CH:31][CH:32]=2)[CH:21]=[CH:22][CH:23]=1. (2) Given the reactants [NH:1]([C:38]([O:40][C:41]([CH3:44])([CH3:43])[CH3:42])=[O:39])[C@H:2]([C:18]([NH:20][C@H:21]([C:26]([NH:28][C@H:29]([C:34]([O:36]C)=[O:35])[CH2:30][CH:31]([CH3:33])[CH3:32])=[O:27])[CH2:22][CH:23]([CH3:25])[CH3:24])=[O:19])[CH2:3][CH2:4][CH2:5][CH2:6][NH:7][C:8]([O:10][CH2:11][C:12]1[CH:17]=[CH:16][CH:15]=[CH:14][CH:13]=1)=[O:9].[OH-].[Na+].C(O)(=O)CC(CC(O)=O)(C(O)=O)O, predict the reaction product. The product is: [NH:1]([C:38]([O:40][C:41]([CH3:44])([CH3:43])[CH3:42])=[O:39])[C@H:2]([C:18]([NH:20][C@H:21]([C:26]([NH:28][C@H:29]([C:34]([OH:36])=[O:35])[CH2:30][CH:31]([CH3:32])[CH3:33])=[O:27])[CH2:22][CH:23]([CH3:24])[CH3:25])=[O:19])[CH2:3][CH2:4][CH2:5][CH2:6][NH:7][C:8]([O:10][CH2:11][C:12]1[CH:17]=[CH:16][CH:15]=[CH:14][CH:13]=1)=[O:9]. (3) Given the reactants [CH2:1]([C:6]1[O:7][C:8]2[CH:14]=[CH:13][C:12]([CH2:15][C:16](O)=[O:17])=[CH:11][C:9]=2[N:10]=1)[CH2:2][CH2:3][CH2:4][CH3:5].C(OCC)(OCC)(OCC)C.C(=O)([O-])O.[Na+], predict the reaction product. The product is: [CH2:1]([C:6]1[O:7][C:8]2[CH:14]=[CH:13][C:12]([CH2:15][CH2:16][OH:17])=[CH:11][C:9]=2[N:10]=1)[CH2:2][CH2:3][CH2:4][CH3:5]. (4) Given the reactants CO[CH:3](OC)[CH2:4][NH2:5].[N:8]([C:11]1[C:20]2[C:15](=[CH:16][CH:17]=[CH:18][CH:19]=2)[C:14]([C:21]#[N:22])=[CH:13][CH:12]=1)=[C:9]=[S:10].Cl, predict the reaction product. The product is: [SH:10][C:9]1[N:8]([C:11]2[C:20]3[C:15](=[CH:16][CH:17]=[CH:18][CH:19]=3)[C:14]([C:21]#[N:22])=[CH:13][CH:12]=2)[CH:3]=[CH:4][N:5]=1. (5) Given the reactants [CH3:1][N:2]([CH3:9])[CH2:3][C:4]([CH3:8])([CH3:7])[CH2:5][NH2:6].[CH:10](=O)[CH3:11], predict the reaction product. The product is: [CH2:10]([NH:6][CH2:5][C:4]([CH3:8])([CH3:7])[CH2:3][N:2]([CH3:9])[CH3:1])[CH3:11]. (6) The product is: [F:1][C:2]1[CH:25]=[C:24]([S:26]([CH3:29])(=[O:27])=[O:28])[C:23]([F:30])=[CH:22][C:3]=1[CH2:4][N:5]1[CH2:6][CH2:7][N:8]([CH:9]2[CH2:14][CH2:13][N:12]([C:15]([O:17][C:18]([CH3:21])([CH3:20])[CH3:19])=[O:16])[CH2:11][CH2:10]2)[C:45]1=[O:46]. Given the reactants [F:1][C:2]1[CH:25]=[C:24]([S:26]([CH3:29])(=[O:28])=[O:27])[C:23]([F:30])=[CH:22][C:3]=1[CH2:4][NH:5][CH2:6][CH2:7][NH:8][CH:9]1[CH2:14][CH2:13][N:12]([C:15]([O:17][C:18]([CH3:21])([CH3:20])[CH3:19])=[O:16])[CH2:11][CH2:10]1.C(N(C(C)C)C(C)C)C.N1([C:45](N2C=CN=C2)=[O:46])C=CN=C1, predict the reaction product.